This data is from Full USPTO retrosynthesis dataset with 1.9M reactions from patents (1976-2016). The task is: Predict the reactants needed to synthesize the given product. (1) Given the product [F:23][C:24]([S:25]([NH2:4])(=[O:27])=[O:26])([F:37])[F:36].[CH3:1][C:2]1[O:6][C:5]([C:7]2[CH:12]=[CH:11][CH:10]=[CH:9][CH:8]=2)=[N:4][C:3]=1[CH2:13][CH2:14][O:15][C:16]1[CH:21]=[CH:20][CH:19]=[CH:18][CH:17]=1, predict the reactants needed to synthesize it. The reactants are: [CH3:1][C:2]1[O:6][C:5]([C:7]2[CH:12]=[CH:11][CH:10]=[CH:9][CH:8]=2)=[N:4][C:3]=1[CH2:13][CH2:14][O:15][C:16]1[CH:21]=[CH:20][C:19](N)=[CH:18][CH:17]=1.[F:23][C:24]([F:37])([F:36])[S:25](O[S:25]([C:24]([F:37])([F:36])[F:23])(=[O:27])=[O:26])(=[O:27])=[O:26].CO.[OH-].[Na+]. (2) Given the product [NH2:13][C:11]1[CH:10]=[CH:9][CH:8]=[C:7]2[C:12]=1[C:3]([Br:2])=[CH:4][N:5]=[CH:6]2, predict the reactants needed to synthesize it. The reactants are: Cl.[Br:2][C:3]1[C:12]2[C:7](=[CH:8][CH:9]=[CH:10][C:11]=2[N+:13]([O-])=O)[CH:6]=[N:5][CH:4]=1.O.O.Cl[Sn]Cl. (3) Given the product [CH3:24][O:7][C:6]([C:9]1[CH:10]=[C:11]([N:15]2[C:19](=[O:20])[CH2:18][C:17]([CH:21]([CH3:23])[CH3:22])=[N:16]2)[CH:12]=[CH:13][CH:14]=1)=[O:8], predict the reactants needed to synthesize it. The reactants are: S(=O)(=O)(O)O.[C:6]([C:9]1[CH:10]=[C:11]([N:15]2[C:19](=[O:20])[CH2:18][C:17]([CH:21]([CH3:23])[CH3:22])=[N:16]2)[CH:12]=[CH:13][CH:14]=1)([OH:8])=[O:7].[C:24](OCC)(=O)C. (4) Given the product [CH3:1][C:2]1([CH3:20])[CH2:6][C:5]2([CH2:11][CH2:10][CH:9]([C:12]3[N:16]([CH3:17])[N:15]=[CH:14][C:13]=3[CH2:26][N:23]([CH3:21])[CH2:24][CH2:25][N:34]([CH3:33])[C:35](=[O:41])[O:36][C:37]([CH3:40])([CH3:39])[CH3:38])[CH2:8][CH2:7]2)[O:4][CH2:3]1, predict the reactants needed to synthesize it. The reactants are: [CH3:1][C:2]1([CH3:20])[CH2:6][C:5]2([CH2:11][CH2:10][CH:9]([C:12]3[N:16]([CH3:17])[N:15]=[CH:14][C:13]=3CO)[CH2:8][CH2:7]2)[O:4][CH2:3]1.[CH2:21]([N:23]([CH2:26]C)[CH2:24][CH3:25])C.CS(Cl)(=O)=O.[CH3:33][N:34](CCNC)[C:35](=[O:41])[O:36][C:37]([CH3:40])([CH3:39])[CH3:38].